This data is from Catalyst prediction with 721,799 reactions and 888 catalyst types from USPTO. The task is: Predict which catalyst facilitates the given reaction. (1) Reactant: [Br:1][C:2]1[CH:3]=[C:4]2[C:8](=[CH:9][CH:10]=1)[NH:7][C:6](=[O:11])[C:5]2=[O:12].[N+:13]([O-])([OH:15])=[O:14]. Product: [Br:1][C:2]1[CH:3]=[C:4]2[C:8](=[C:9]([N+:13]([O-:15])=[O:14])[CH:10]=1)[NH:7][C:6](=[O:11])[C:5]2=[O:12]. The catalyst class is: 82. (2) Reactant: [F:1][C:2]1[CH:7]=[CH:6][C:5]([C:8]2[NH:12][C:11]3[CH:13]=[CH:14][C:15]([C:17]#[N:18])=[CH:16][C:10]=3[N:9]=2)=[CH:4][CH:3]=1.Cl.[NH2:20][OH:21].C(N(CC)CC)C. Product: [F:1][C:2]1[CH:3]=[CH:4][C:5]([C:8]2[NH:12][C:11]3[CH:13]=[CH:14][C:15]([C:17]([NH:20][OH:21])=[NH:18])=[CH:16][C:10]=3[N:9]=2)=[CH:6][CH:7]=1. The catalyst class is: 8. (3) Reactant: [F:1][C:2]1[CH:7]=[C:6]([F:8])[CH:5]=[CH:4][C:3]=1[C:9]([OH:30])([CH2:24][N:25]1[CH:29]=[N:28][N:27]=[N:26]1)[C:10]([C:13]1[N:18]=[CH:17][C:16](/[CH:19]=[CH:20]\[C:21](=[O:23])[CH3:22])=[CH:15][CH:14]=1)([F:12])[F:11]. Product: [F:1][C:2]1[CH:7]=[C:6]([F:8])[CH:5]=[CH:4][C:3]=1[C:9]([OH:30])([CH2:24][N:25]1[CH:29]=[N:28][N:27]=[N:26]1)[C:10]([C:13]1[N:18]=[CH:17][C:16]([CH2:19][CH2:20][C:21](=[O:23])[CH3:22])=[CH:15][CH:14]=1)([F:11])[F:12]. The catalyst class is: 19. (4) Reactant: [Cl:1][C:2]1[N:10]=[C:9]2[C:5]([NH:6][CH:7]=[N:8]2)=[C:4]([Cl:11])[N:3]=1.C([O-])([O-])=O.[K+].[K+].[Na+].[I-].Br[CH2:21][CH:22]1[CH2:29][CH2:28][C:25]2([CH2:27][CH2:26]2)[CH2:24][CH2:23]1. Product: [Cl:1][C:2]1[N:10]=[C:9]2[C:5]([N:6]([CH2:21][CH:22]3[CH2:29][CH2:28][C:25]4([CH2:27][CH2:26]4)[CH2:24][CH2:23]3)[CH:7]=[N:8]2)=[C:4]([Cl:11])[N:3]=1. The catalyst class is: 31. (5) Reactant: [Si]([O:18][CH:19]1[CH2:22][N:21]([C:23]2[S:24][CH:25]=[C:26]([C:28](=[O:52])[NH:29][C@H:30]([CH2:33][O:34][Si](C(C)(C)C)(C3C=CC=CC=3)C3C=CC=CC=3)[CH2:31][CH3:32])[N:27]=2)[CH2:20]1)(C(C)(C)C)(C1C=CC=CC=1)C1C=CC=CC=1.[F-].C([N+](CCCC)(CCCC)CCCC)CCC. Product: [OH:18][CH:19]1[CH2:22][N:21]([C:23]2[S:24][CH:25]=[C:26]([C:28](=[O:52])[NH:29][C@H:30]([CH2:33][OH:34])[CH2:31][CH3:32])[N:27]=2)[CH2:20]1. The catalyst class is: 7. (6) Reactant: [CH2:1]([N:8]1[C:16]2[C:11](=[N:12][C:13]([Cl:18])=[N:14][C:15]=2[Cl:17])[N:10]=[CH:9]1)[C:2]1[CH:7]=[CH:6][CH:5]=[CH:4][CH:3]=1.[CH:19]([Mg]Br)=[CH2:20].[NH4+].[Cl-]. Product: [CH2:1]([N:8]1[C:16]2[C:11](=[N:12][C:13]([Cl:18])=[N:14][C:15]=2[Cl:17])[NH:10][CH:9]1[CH:19]=[CH2:20])[C:2]1[CH:3]=[CH:4][CH:5]=[CH:6][CH:7]=1. The catalyst class is: 1.